From a dataset of Peptide-MHC class II binding affinity with 134,281 pairs from IEDB. Regression. Given a peptide amino acid sequence and an MHC pseudo amino acid sequence, predict their binding affinity value. This is MHC class II binding data. (1) The peptide sequence is MTSRFMTDPHAMRDM. The MHC is HLA-DQA10501-DQB10301 with pseudo-sequence HLA-DQA10501-DQB10301. The binding affinity (normalized) is 0.314. (2) The peptide sequence is RCRTCVYNMMGKREK. The MHC is DRB3_0101 with pseudo-sequence DRB3_0101. The binding affinity (normalized) is 0. (3) The peptide sequence is STGGAYDTYKCIPSL. The MHC is HLA-DPA10201-DPB10101 with pseudo-sequence HLA-DPA10201-DPB10101. The binding affinity (normalized) is 0.193. (4) The binding affinity (normalized) is 0.165. The MHC is DRB1_0101 with pseudo-sequence DRB1_0101. The peptide sequence is PNDPVEFAIYQPESQ. (5) The peptide sequence is FFVKNPTDTGHGTVV. The MHC is DRB1_0101 with pseudo-sequence DRB1_0101. The binding affinity (normalized) is 0. (6) The peptide sequence is MSMASSSSSSLLAMA. The MHC is HLA-DQA10104-DQB10503 with pseudo-sequence HLA-DQA10104-DQB10503. The binding affinity (normalized) is 0.203. (7) The peptide sequence is AWILDGDNLFPKV. The MHC is DRB3_0101 with pseudo-sequence DRB3_0101. The binding affinity (normalized) is 0.711.